Dataset: Forward reaction prediction with 1.9M reactions from USPTO patents (1976-2016). Task: Predict the product of the given reaction. (1) Given the reactants CS(O[CH2:6][CH2:7][N:8]1[CH:12]=[C:11]([C:13]2[CH:18]=[C:17]([C:19]([O:21][CH3:22])=[O:20])[CH:16]=[CH:15][N:14]=2)[N:10]=[CH:9]1)(=O)=O.[CH3:23][NH:24][CH2:25][C:26]1[CH:31]=[CH:30][CH:29]=[CH:28][CH:27]=1, predict the reaction product. The product is: [CH2:25]([N:24]([CH3:23])[CH2:6][CH2:7][N:8]1[CH:12]=[C:11]([C:13]2[CH:18]=[C:17]([C:19]([O:21][CH3:22])=[O:20])[CH:16]=[CH:15][N:14]=2)[N:10]=[CH:9]1)[C:26]1[CH:31]=[CH:30][CH:29]=[CH:28][CH:27]=1. (2) Given the reactants [C:1]1([OH:7])[CH:6]=[CH:5][CH:4]=[CH:3][CH:2]=1.C(=O)([O-])[O-].[K+].[K+].Br[CH:15]([CH3:21])[C:16]([O:18][CH2:19][CH3:20])=[O:17], predict the reaction product. The product is: [CH2:19]([O:18][C:16](=[O:17])[CH:15]([O:7][C:1]1[CH:6]=[CH:5][CH:4]=[CH:3][CH:2]=1)[CH3:21])[CH3:20]. (3) The product is: [O:1]([C:8]1[CH:9]=[CH:10][C:11]([CH2:14][C:15]([N:33]2[CH2:34][CH2:35][N:30]([C:36]3[N:43]=[CH:42][CH:41]=[CH:40][C:37]=3[C:38]#[N:39])[CH2:31][CH2:32]2)=[O:17])=[CH:12][CH:13]=1)[C:2]1[CH:3]=[CH:4][CH:5]=[CH:6][CH:7]=1. Given the reactants [O:1]([C:8]1[CH:13]=[CH:12][C:11]([CH2:14][C:15]([OH:17])=O)=[CH:10][CH:9]=1)[C:2]1[CH:7]=[CH:6][CH:5]=[CH:4][CH:3]=1.N1(C(N2C=CN=C2)=O)C=CN=C1.[N:30]1([C:36]2[N:43]=[CH:42][CH:41]=[CH:40][C:37]=2[C:38]#[N:39])[CH2:35][CH2:34][NH:33][CH2:32][CH2:31]1, predict the reaction product. (4) The product is: [CH3:1][O:2][C:3]1[CH:4]=[C:5]2[C:10](=[CH:11][CH:12]=1)[N:9]=[C:8]([CH3:13])[CH:7]=[C:6]2[O:14][S:16]([C:19]([F:22])([F:21])[F:20])(=[O:18])=[O:17]. Given the reactants [CH3:1][O:2][C:3]1[CH:4]=[C:5]2[C:10](=[CH:11][CH:12]=1)[N:9]=[C:8]([CH3:13])[CH:7]=[C:6]2[OH:14].[N-]([S:16]([C:19]([F:22])([F:21])[F:20])(=[O:18])=[O:17])[S:16]([C:19]([F:22])([F:21])[F:20])(=[O:18])=[O:17], predict the reaction product. (5) The product is: [NH2:1][C:2]1[NH:3][C:4]2[C:9]([N:10]=1)=[C:8]([NH:11][CH2:12][CH2:13][OH:14])[N:7]=[C:6]([S:16][CH2:17][C:18]1[CH:23]=[CH:22][CH:21]=[C:20]([F:24])[C:19]=1[F:25])[N:5]=2. Given the reactants [NH2:1][C:2]1[NH:3][C:4]2[C:9]([N:10]=1)=[C:8]([NH:11][C@H:12](C)[CH2:13][OH:14])[N:7]=[C:6]([S:16][CH2:17][C:18]1[CH:23]=[CH:22][CH:21]=[C:20]([F:24])[C:19]=1[F:25])[N:5]=2.C(CN)O, predict the reaction product. (6) Given the reactants NC1SC2C3C(CC=2[C:3]=1[C:14](N)=[O:15])=CC=CC=3.[NH2:17][C:18]1[S:22][C:21]2[C:23]3[C:28]([CH2:29][CH2:30][C:20]=2[C:19]=1[C:32]([NH2:34])=[O:33])=[CH:27][C:26]([Br:31])=[CH:25][CH:24]=3, predict the reaction product. The product is: [C:14]([NH:17][C:18]1[S:22][C:21]2[C:23]3[C:28]([CH2:29][CH2:30][C:20]=2[C:19]=1[C:32]([NH2:34])=[O:33])=[CH:27][C:26]([Br:31])=[CH:25][CH:24]=3)(=[O:15])[CH3:3]. (7) Given the reactants [F:1][C:2]1[CH:7]=[CH:6][C:5]([C@@H:8]2[NH:13][C:12](=[O:14])[C@H:11]([CH2:15][CH:16]([CH3:18])[CH3:17])[NH:10][CH2:9]2)=[CH:4][CH:3]=1.[C:19]1([C@@H:25]2[CH2:27][C@H:26]2[C:28](O)=[O:29])[CH:24]=[CH:23][CH:22]=[CH:21][CH:20]=1.C([C@@H]1N(C([C@@H]2C[C@H]2C2C=CC=CC=2)=O)C[C@H](CC(C)C)NC1=O)C(C)C, predict the reaction product. The product is: [F:1][C:2]1[CH:3]=[CH:4][C:5]([C@@H:8]2[NH:13][C:12](=[O:14])[C@H:11]([CH2:15][CH:16]([CH3:18])[CH3:17])[N:10]([C:28]([C@@H:26]3[CH2:27][C@H:25]3[C:19]3[CH:24]=[CH:23][CH:22]=[CH:21][CH:20]=3)=[O:29])[CH2:9]2)=[CH:6][CH:7]=1.